Dataset: Forward reaction prediction with 1.9M reactions from USPTO patents (1976-2016). Task: Predict the product of the given reaction. (1) Given the reactants [CH:1]1([CH2:4][O:5][C:6]2[N:11]=[C:10]([C:12]([OH:14])=O)[CH:9]=[CH:8][C:7]=2[N:15]2[CH2:18][C:17]([F:20])([F:19])[CH2:16]2)[CH2:3][CH2:2]1.Cl.[CH3:22][C:23]1([CH3:31])[S:27][CH2:26][NH:25][C@@H:24]1[C:28]([NH2:30])=[O:29].CN(C(ON1N=NC2C=CC=CC1=2)=[N+](C)C)C.[B-](F)(F)(F)F.CCN(C(C)C)C(C)C, predict the reaction product. The product is: [CH:1]1([CH2:4][O:5][C:6]2[N:11]=[C:10]([C:12]([N:25]3[C@H:24]([C:28]([NH2:30])=[O:29])[C:23]([CH3:31])([CH3:22])[S:27][CH2:26]3)=[O:14])[CH:9]=[CH:8][C:7]=2[N:15]2[CH2:18][C:17]([F:20])([F:19])[CH2:16]2)[CH2:2][CH2:3]1. (2) Given the reactants [Br:1][C:2]1[CH:3]=[CH:4][C:5]([CH2:8][C:9](O)=[O:10])=[N:6][CH:7]=1, predict the reaction product. The product is: [Br:1][C:2]1[CH:3]=[CH:4][C:5]([CH2:8][CH2:9][OH:10])=[N:6][CH:7]=1. (3) Given the reactants [C:1](#[N:10])[CH:2]=[CH:3][C:4]1[CH:9]=[CH:8][CH:7]=[CH:6][CH:5]=1.C1CCN2C(=NCCC2)CC1.[SH:22][CH2:23][CH2:24][C:25]([O:27][CH3:28])=[O:26], predict the reaction product. The product is: [C:1]([CH2:2][CH:3]([S:22][CH2:23][CH2:24][C:25]([O:27][CH3:28])=[O:26])[C:4]1[CH:9]=[CH:8][CH:7]=[CH:6][CH:5]=1)#[N:10]. (4) Given the reactants [F:1][C:2]1[CH:11]=[CH:10][C:5]([CH:6]=[CH:7][CH:8]=O)=[CH:4][CH:3]=1.[NH2:12][NH:13][C:14]([NH2:16])=[S:15], predict the reaction product. The product is: [F:1][C:2]1[CH:11]=[CH:10][C:5]([CH:6]=[CH:7][CH:8]=[N:12][NH:13][C:14]([NH2:16])=[S:15])=[CH:4][CH:3]=1. (5) Given the reactants C(Cl)Cl.[C:4]([O:8][C:9]([N:11]([CH2:34][C:35]([O:37][C:38]([CH3:41])([CH3:40])[CH3:39])=[O:36])[C:12]1[CH:17]=[CH:16][CH:15]=[C:14]([CH2:18][NH:19][CH2:20][C:21]2[CH:26]=[CH:25][C:24]([C:27]([CH3:33])([CH3:32])[CH2:28][CH2:29][CH2:30][CH3:31])=[CH:23][CH:22]=2)[N:13]=1)=[O:10])([CH3:7])([CH3:6])[CH3:5].[CH3:42][C:43]1[O:47][C:46]([S:48](Cl)(=[O:50])=[O:49])=[CH:45][CH:44]=1.C(N(CC)CC)C, predict the reaction product. The product is: [C:4]([O:8][C:9]([N:11]([CH2:34][C:35]([O:37][C:38]([CH3:40])([CH3:39])[CH3:41])=[O:36])[C:12]1[CH:17]=[CH:16][CH:15]=[C:14]([CH:18]([S:48]([C:46]2[O:47][C:43]([CH3:42])=[CH:44][CH:45]=2)(=[O:50])=[O:49])[NH:19][CH2:20][C:21]2[CH:26]=[CH:25][C:24]([C:27]([CH3:33])([CH3:32])[CH2:28][CH2:29][CH2:30][CH3:31])=[CH:23][CH:22]=2)[N:13]=1)=[O:10])([CH3:7])([CH3:5])[CH3:6]. (6) Given the reactants CC(OC(OC(OC(C)(C)C)=O)=O)(C)C.C[N:17]([CH2:25][C@H:26]1[CH2:29][C@H:28]([O:30]C2C=CC(CN3CCCC3)=CC=2)[CH2:27]1)[C:18](=[O:24])[O:19][C:20]([CH3:23])([CH3:22])[CH3:21].NC[C@@H]1C[C@H](O)C1.CCN(CC)CC, predict the reaction product. The product is: [OH:30][C@@H:28]1[CH2:29][C@H:26]([CH2:25][NH:17][C:18](=[O:24])[O:19][C:20]([CH3:22])([CH3:21])[CH3:23])[CH2:27]1. (7) Given the reactants [CH3:1][C@H:2]1[CH2:7][CH2:6][NH:5][CH2:4][C@H:3]1[C:8]([N:10]1[CH2:14][CH2:13][CH2:12][CH2:11]1)=[O:9].C(N(CC)CC)C.Cl[C:23]1[N:28]=[C:27]([NH2:29])[C:26]([N+:30]([O-:32])=[O:31])=[CH:25][N:24]=1, predict the reaction product. The product is: [NH2:29][C:27]1[C:26]([N+:30]([O-:32])=[O:31])=[CH:25][N:24]=[C:23]([N:5]2[CH2:6][CH2:7][C@H:2]([CH3:1])[C@H:3]([C:8]([N:10]3[CH2:14][CH2:13][CH2:12][CH2:11]3)=[O:9])[CH2:4]2)[N:28]=1. (8) The product is: [CH3:15][O:16][C:17]1[CH:18]=[C:19]([C:23]2[CH:28]=[CH:27][C:26]([CH2:29][NH:30][C:8]([CH:7]([CH2:11][CH:12]([CH3:14])[CH3:13])[CH2:6][C:4]([O:3][CH2:1][CH3:2])=[O:5])=[O:10])=[CH:25][CH:24]=2)[CH:20]=[CH:21][CH:22]=1. Given the reactants [CH2:1]([O:3][C:4]([CH2:6][CH:7]([CH2:11][CH:12]([CH3:14])[CH3:13])[C:8]([OH:10])=O)=[O:5])[CH3:2].[CH3:15][O:16][C:17]1[CH:18]=[C:19]([C:23]2[CH:28]=[CH:27][C:26]([CH2:29][NH2:30])=[CH:25][CH:24]=2)[CH:20]=[CH:21][CH:22]=1.C1C=CC2N(O)N=NC=2C=1.C(Cl)CCl.CN1CCOCC1, predict the reaction product. (9) Given the reactants [H-].[Na+].[CH2:3]([OH:6])[C:4]#[CH:5].Cl[C:8]1[CH:13]=[C:12](Cl)[N:11]=[CH:10][N:9]=1.[Cl-].[NH4+], predict the reaction product. The product is: [CH2:3]([O:6][C:8]1[CH:13]=[C:12]([O:6][CH2:3][C:4]#[CH:5])[N:11]=[CH:10][N:9]=1)[C:4]#[CH:5]. (10) Given the reactants Br[CH:2]([C:4]1[C:13]([O:14][CH3:15])=[C:12]([C:16]([O:18][CH3:19])=[O:17])[C:11]2[C:6](=[CH:7][CH:8]=[C:9]([F:20])[CH:10]=2)[N:5]=1)[CH3:3].[N-:21]=[N+:22]=[N-:23].[Na+].O, predict the reaction product. The product is: [N:21]([CH:2]([C:4]1[C:13]([O:14][CH3:15])=[C:12]([C:16]([O:18][CH3:19])=[O:17])[C:11]2[C:6](=[CH:7][CH:8]=[C:9]([F:20])[CH:10]=2)[N:5]=1)[CH3:3])=[N+:22]=[N-:23].